Predict the reactants needed to synthesize the given product. From a dataset of Full USPTO retrosynthesis dataset with 1.9M reactions from patents (1976-2016). Given the product [Cl:1][C:2]1[CH:3]=[CH:4][C:5]([NH:8][C:9](=[O:14])[C:10]([CH3:11])([CH3:13])[CH3:12])=[C:6]([C:28](=[O:29])[C:24]2[CH:25]=[CH:26][CH:27]=[C:22]([CH2:20][CH3:21])[C:23]=2[O:36][CH3:37])[CH:7]=1, predict the reactants needed to synthesize it. The reactants are: [Cl:1][C:2]1[CH:7]=[CH:6][C:5]([NH:8][C:9](=[O:14])[C:10]([CH3:13])([CH3:12])[CH3:11])=[CH:4][CH:3]=1.C([Li])CCC.[CH2:20]([C:22]1[C:23]([O:36][CH3:37])=[C:24]([C:28](N2CCOCC2)=[O:29])[CH:25]=[CH:26][CH:27]=1)[CH3:21].[Cl-].[NH4+].